From a dataset of Catalyst prediction with 721,799 reactions and 888 catalyst types from USPTO. Predict which catalyst facilitates the given reaction. (1) Reactant: [CH2:1]([O:5][C:6]1[CH:11]=[CH:10][C:9](B(O)O)=[C:8]([F:15])[C:7]=1[F:16])[CH2:2][CH2:3][CH3:4].C(O)(=[O:19])C.OO.S([O-])(O)=O.[Na+]. Product: [CH2:1]([O:5][C:6]1[CH:11]=[CH:10][C:9]([OH:19])=[C:8]([F:15])[C:7]=1[F:16])[CH2:2][CH2:3][CH3:4]. The catalyst class is: 13. (2) Reactant: [C:1]([O:5][C:6]([NH:8][C@@H:9]([CH:24]([CH3:26])[CH3:25])[C:10]([N:12]([CH2:20][C:21](O)=[O:22])[CH2:13][CH:14]1[CH2:19][CH2:18][CH2:17][CH2:16]C1)=[O:11])=[O:7])([CH3:4])([CH3:3])[CH3:2].[NH2:27][C@:28]1([C:33]([NH:35][S:36]([C:39]2[CH:44]=[CH:43][CH:42]=[CH:41][C:40]=2[NH:45][CH3:46])(=[O:38])=[O:37])=[O:34])[CH2:30][C@H:29]1[CH:31]=[CH2:32].CCN(C(C)C)C(C)C.CN(C(ON1N=NC2C=CC=CC1=2)=[N+](C)C)C.F[P-](F)(F)(F)(F)F. Product: [C:1]([O:5][C:6](=[O:7])[NH:8][C@H:9]([C:10](=[O:11])[N:12]([CH2:13][CH:14]1[CH2:16][CH2:17][CH2:18][CH2:19]1)[CH2:20][C:21](=[O:22])[NH:27][C@:28]1([C:33]([NH:35][S:36]([C:39]2[CH:44]=[CH:43][CH:42]=[CH:41][C:40]=2[NH:45][CH3:46])(=[O:38])=[O:37])=[O:34])[CH2:30][C@H:29]1[CH:31]=[CH2:32])[CH:24]([CH3:26])[CH3:25])([CH3:3])([CH3:2])[CH3:4]. The catalyst class is: 3. (3) Reactant: [F:1][C:2]([F:43])([F:42])[C:3]1[CH:4]=[C:5]([CH:39]=[CH:40][CH:41]=1)[CH2:6][NH:7][C:8](=[O:38])[C:9]1[CH:14]=[CH:13][N:12]=[C:11]([C:15]2[CH:20]=[C:19]([N:21]3[CH2:26][CH2:25][CH2:24][CH2:23][CH2:22]3)[CH:18]=[CH:17][C:16]=2[NH:27][C:28](=[O:37])[C:29]2([CH2:35]Cl)[CH:34]=[CH:33][CH:32]=[CH:31][NH:30]2)[CH:10]=1.[CH3:44][NH2:45]. Product: [F:1][C:2]([F:43])([F:42])[C:3]1[CH:4]=[C:5]([CH:39]=[CH:40][CH:41]=1)[CH2:6][NH:7][C:8](=[O:38])[C:9]1[CH:14]=[CH:13][N:12]=[C:11]([C:15]2[CH:20]=[C:19]([N:21]3[CH2:26][CH2:25][CH2:24][CH2:23][CH2:22]3)[CH:18]=[CH:17][C:16]=2[NH:27][C:28](=[O:37])[C:29]2([CH2:35][NH:45][CH3:44])[CH:34]=[CH:33][CH:32]=[CH:31][NH:30]2)[CH:10]=1. The catalyst class is: 4. (4) Reactant: [C:1](Cl)(=[O:5])[CH2:2][CH2:3][CH3:4].[I:7][C:8]1[CH:16]=[CH:15][CH:14]=[C:13]2[C:9]=1[C:10]([NH2:17])=[N:11][NH:12]2. Product: [I:7][C:8]1[CH:16]=[CH:15][CH:14]=[C:13]2[C:9]=1[C:10]([NH:17][C:1](=[O:5])[CH2:2][CH2:3][CH3:4])=[N:11][NH:12]2. The catalyst class is: 17.